From a dataset of Experimentally validated miRNA-target interactions with 360,000+ pairs, plus equal number of negative samples. Binary Classification. Given a miRNA mature sequence and a target amino acid sequence, predict their likelihood of interaction. (1) The protein sequence of the target gene is MAAVELEWIPETLYNTAISAVVDNYIRSRRDIRSLPENIQFDVYYKLYQQGRLCQLGSEFCELEVFAKVLRALDKRHLLHHCFQALMDHGVKVASVLAYSFSRRCSYIAESDAAVKEKAIQVGFVLGGFLSDAGWYSDAEKVFLSCLQLCTLHDEMLHWFRAVECCVRLLHVRNGNCKYHLGEETFKLAQTYMDKLSKHGQQANRAALYGELCALLFAKSHYDEAYKWCVEAMKEITAGLPVKVVVDVLRQASKACVVKREFKKAEQLIKHAVYLARDHFGSKHPKYSDTLLDYGFYLLN.... The miRNA is hsa-miR-7851-3p with sequence UACCUGGGAGACUGAGGUUGGA. Result: 0 (no interaction). (2) The miRNA is mmu-miR-466j with sequence UGUGUGCAUGUGCAUGUGUGUAA. The protein sequence of the target gene is MEGTPPGAAPSSALAAVLKHSSALPPESAQVQGYDFNRGVDYHALLDAYRTTGFQATNFGRAVQQVNAMIEKKLEPLAVDEDHHADLTQSRRPLTGCTIFLGYTSNLISSGIRETIRYLVQHNMVDVLVTTAGGVEEDLIKCLAPTYLGEFSLRGKELRESGINRIGNLLVPNDNYCKFEDWLMPILDQMVLEQNTEGVKWTPSKMISRLGKEINNPDSVYYWAHKNHIPVLSPALTDGSLGDMIFFHSYKNPGLVLDIVEDLRLINTQAIFAKRSGMIILGGGVVKHHIANANLMRNGA.... Result: 0 (no interaction).